From a dataset of Reaction yield outcomes from USPTO patents with 853,638 reactions. Predict the reaction yield, written as a fraction of the theoretical maximum amount of product (1.0 means a 100% yield; for example, 0.34 means a 34% yield). (1) The reactants are [C-:1]#[C-:2].[Li+].[Li+].[Na+].[I-].Cl[CH2:8][CH2:9][CH2:10][CH2:11][CH2:12][CH2:13][CH2:14][CH2:15][CH2:16][CH:17]([O:21][CH2:22][CH3:23])[O:18][CH2:19][CH3:20].N#N. The catalyst is CS(C)=O. The product is [CH2:19]([O:18][CH:17]([O:21][CH2:22][CH3:23])[CH2:16][CH2:15][CH2:14][CH2:13][CH2:12][CH2:11][CH2:10][CH2:9][CH2:8][C:1]#[CH:2])[CH3:20]. The yield is 0.930. (2) The catalyst is ClCCl. The yield is 0.320. The reactants are Br.[CH3:2][C:3]1[N:7]([CH:8]2[CH2:14][CH:13]3[N:15]([CH2:16][CH2:17][C:18]4([C:24]5[CH:25]=[C:26]([OH:30])[CH:27]=[CH:28][CH:29]=5)[CH2:23][CH2:22][NH:21][CH2:20][CH2:19]4)[CH:10]([CH2:11][CH2:12]3)[CH2:9]2)[C:6]2[CH:31]=[CH:32][CH:33]=[CH:34][C:5]=2[N:4]=1.C(N(CC)CC)C.[CH3:42][C:43]([CH3:48])([CH3:47])[C:44](Cl)=[O:45]. The product is [CH3:42][C:43]([CH3:48])([CH3:47])[C:44]([N:21]1[CH2:20][CH2:19][C:18]([C:24]2[CH:25]=[C:26]([OH:30])[CH:27]=[CH:28][CH:29]=2)([CH2:17][CH2:16][N:15]2[C@H:13]3[CH2:12][CH2:11][C@@H:10]2[CH2:9][CH:8]([N:7]2[C:6]4[CH:31]=[CH:32][CH:33]=[CH:34][C:5]=4[N:4]=[C:3]2[CH3:2])[CH2:14]3)[CH2:23][CH2:22]1)=[O:45].